From a dataset of Catalyst prediction with 721,799 reactions and 888 catalyst types from USPTO. Predict which catalyst facilitates the given reaction. (1) Reactant: [Cl-].O[NH3+:3].[C:4](=[O:7])([O-])[OH:5].[Na+].CS(C)=O.[Si]([O:20][CH2:21][C:22]1[CH:23]=[CH:24][C:25]([CH2:28][N:29]2[C:34](=[O:35])[C:33]([CH2:36][C:37]3[CH:42]=[CH:41][C:40]([C:43]4[C:44]([C:49]#[N:50])=[CH:45][CH:46]=[CH:47][CH:48]=4)=[CH:39][CH:38]=3)=[C:32]([CH2:51][CH2:52][CH3:53])[N:31]=[C:30]2[CH3:54])=[N:26][CH:27]=1)(C(C)(C)C)(C)C. Product: [OH:20][CH2:21][C:22]1[CH:23]=[CH:24][C:25]([CH2:28][N:29]2[C:34](=[O:35])[C:33]([CH2:36][C:37]3[CH:42]=[CH:41][C:40]([C:43]4[CH:48]=[CH:47][CH:46]=[CH:45][C:44]=4[C:49]4[NH:3][C:4](=[O:7])[O:5][N:50]=4)=[CH:39][CH:38]=3)=[C:32]([CH2:51][CH2:52][CH3:53])[N:31]=[C:30]2[CH3:54])=[N:26][CH:27]=1. The catalyst class is: 13. (2) Reactant: C(O[C:6](=O)[N:7]([C@@H:9]([CH3:48])[C:10]([NH:12][C@@H:13]([CH:40]1[CH2:45][CH2:44][C:43]([F:47])([F:46])[CH2:42][CH2:41]1)[C:14]([N:16]1[C@H:21]([C:22](=[O:34])[NH:23][C@H:24]2[C:33]3[C:28](=[CH:29][CH:30]=[CH:31][CH:32]=3)[O:27][CH2:26][CH2:25]2)[CH2:20][N:19]2[CH2:35][C:36]([F:39])([F:38])[CH2:37][C@@H:18]2[CH2:17]1)=[O:15])=[O:11])C)(C)(C)C.[ClH:50].COC1CCCC1. Product: [ClH:50].[ClH:50].[F:47][C:43]1([F:46])[CH2:44][CH2:45][CH:40]([C@H:13]([NH:12][C:10](=[O:11])[C@H:9]([CH3:48])[NH:7][CH3:6])[C:14]([N:16]2[C@H:21]([C:22]([NH:23][C@H:24]3[C:33]4[C:28](=[CH:29][CH:30]=[CH:31][CH:32]=4)[O:27][CH2:26][CH2:25]3)=[O:34])[CH2:20][N:19]3[CH2:35][C:36]([F:38])([F:39])[CH2:37][C@@H:18]3[CH2:17]2)=[O:15])[CH2:41][CH2:42]1. The catalyst class is: 459. (3) Reactant: FC(F)(F)C(O)=O.[Br:8][C:9]1[CH:10]=[N:11][C:12]([O:15][C:16]2[CH:21]=[CH:20][CH:19]=[C:18]([CH:22]=[C:23]3[CH2:28][CH2:27][NH:26][CH2:25][CH2:24]3)[CH:17]=2)=[N:13][CH:14]=1.[N:29]1[CH:34]=[CH:33][CH:32]=[C:31]([NH:35][C:36](=O)[O:37]C2C=CC=CC=2)[N:30]=1.C(N(C(C)C)CC)(C)C. Product: [Br:8][C:9]1[CH:10]=[N:11][C:12]([O:15][C:16]2[CH:17]=[C:18]([CH:19]=[CH:20][CH:21]=2)[CH:22]=[C:23]2[CH2:28][CH2:27][N:26]([C:36]([NH:35][C:31]3[N:30]=[N:29][CH:34]=[CH:33][CH:32]=3)=[O:37])[CH2:25][CH2:24]2)=[N:13][CH:14]=1. The catalyst class is: 10.